This data is from hERG potassium channel inhibition data for cardiac toxicity prediction from Karim et al.. The task is: Regression/Classification. Given a drug SMILES string, predict its toxicity properties. Task type varies by dataset: regression for continuous values (e.g., LD50, hERG inhibition percentage) or binary classification for toxic/non-toxic outcomes (e.g., AMES mutagenicity, cardiotoxicity, hepatotoxicity). Dataset: herg_karim. (1) The drug is NC(=O)c1c(NC(=O)Nc2ccc(Cl)cc2)sc2c1CC[N+]1(CCCC1)C2.[Br-]. The result is 1 (blocker). (2) The molecule is CC(C(O)c1ccc2[nH]c(=O)oc2c1)N1CCC(O)(c2ccc(F)cc2)CC1. The result is 1 (blocker).